Dataset: Full USPTO retrosynthesis dataset with 1.9M reactions from patents (1976-2016). Task: Predict the reactants needed to synthesize the given product. (1) Given the product [NH:28]1[C:29]2[C:25](=[CH:24][CH:23]=[C:22]([NH:21][C:4]3[C:5]4[CH:10]=[CH:9][N:8]([S:11]([C:14]5[CH:20]=[CH:19][C:17]([CH3:18])=[CH:16][CH:15]=5)(=[O:13])=[O:12])[C:6]=4[N:7]=[C:2]([NH:39][C:36]4[CH:37]=[CH:38][C:33]([S:31]([NH2:41])(=[O:32])=[O:40])=[CH:34][CH:35]=4)[N:3]=3)[CH:30]=2)[CH:26]=[N:27]1, predict the reactants needed to synthesize it. The reactants are: Cl[C:2]1[N:3]=[C:4]([NH:21][C:22]2[CH:30]=[C:29]3[C:25]([CH:26]=[N:27][NH:28]3)=[CH:24][CH:23]=2)[C:5]2[CH:10]=[CH:9][N:8]([S:11]([C:14]3[CH:20]=[CH:19][C:17]([CH3:18])=[CH:16][CH:15]=3)(=[O:13])=[O:12])[C:6]=2[N:7]=1.[S:31]([NH2:41])(=[O:40])([C:33]1[CH:38]=[CH:37][C:36]([NH2:39])=[CH:35][CH:34]=1)=[O:32].C[Si](Cl)(C)C. (2) Given the product [Cl:17][C:18]1[CH:25]=[C:24]([O:5][CH:4]([CH:1]2[CH2:2][CH2:3]2)[C:6]2[CH:11]=[CH:10][CH:9]=[CH:8][CH:7]=2)[CH:23]=[CH:22][C:19]=1[C:20]#[N:21], predict the reactants needed to synthesize it. The reactants are: [CH:1]1([CH:4]([C:6]2[CH:11]=[CH:10][CH:9]=[CH:8][CH:7]=2)[OH:5])[CH2:3][CH2:2]1.CC(C)([O-])C.[Cl:17][C:18]1[CH:25]=[C:24](F)[CH:23]=[CH:22][C:19]=1[C:20]#[N:21]. (3) Given the product [C:11]([C:4]1[CH:3]=[C:2]([C:6]([O:8][CH2:9][CH3:10])=[O:7])[NH:1][CH:5]=1)(=[O:17])[CH2:12][CH2:13][CH2:14][CH2:15][CH3:16], predict the reactants needed to synthesize it. The reactants are: [NH:1]1[CH:5]=[CH:4][CH:3]=[C:2]1[C:6]([O:8][CH2:9][CH3:10])=[O:7].[C:11](Cl)(=[O:17])[CH2:12][CH2:13][CH2:14][CH2:15][CH3:16]. (4) Given the product [C:20]([O:19][C:18]([NH:1][C:2]1[CH:10]=[CH:9][C:5]([C:6]([OH:8])=[O:7])=[CH:4][CH:3]=1)=[O:24])([CH3:23])([CH3:22])[CH3:21], predict the reactants needed to synthesize it. The reactants are: [NH2:1][C:2]1[CH:10]=[CH:9][C:5]([C:6]([OH:8])=[O:7])=[CH:4][CH:3]=1.C(N(CC)CC)C.[C:18](=O)([O:24]C(C)(C)C)[O:19][C:20]([CH3:23])([CH3:22])[CH3:21]. (5) Given the product [OH:19][CH:12]([C:13]1[CH:14]=[CH:15][CH:16]=[CH:17][CH:18]=1)[C:10]1[NH:9][CH:8]=[N:7][CH:11]=1, predict the reactants needed to synthesize it. The reactants are: Cl.CN(C)S([N:7]1[CH:11]=[C:10]([CH:12]([OH:19])[C:13]2[CH:18]=[CH:17][CH:16]=[CH:15][CH:14]=2)[N:9]=[C:8]1[Si](C(C)(C)C)(C)C)(=O)=O. (6) Given the product [Br:25][C:26]1[N:27]=[C:28]([CH2:32][N:9]2[C:10]3[C:15](=[N:14][CH:13]=[CH:12][C:11]=3[CH3:18])[C:16](=[O:17])[C:7]([C:5](=[O:6])[C:4]3[CH:19]=[CH:20][C:21]([CH3:22])=[C:2]([CH3:1])[CH:3]=3)=[CH:8]2)[CH:29]=[CH:30][CH:31]=1, predict the reactants needed to synthesize it. The reactants are: [CH3:1][C:2]1[CH:3]=[C:4]([CH:19]=[CH:20][C:21]=1[CH3:22])[C:5]([C:7]1[C:16](=[O:17])[C:15]2[C:10](=[C:11]([CH3:18])[CH:12]=[CH:13][N:14]=2)[NH:9][CH:8]=1)=[O:6].[H-].[Na+].[Br:25][C:26]1[CH:31]=[CH:30][CH:29]=[C:28]([CH2:32]Br)[N:27]=1. (7) Given the product [Cl:1][C:2]1[CH:7]=[C:6]2[C:5](=[CH:4][CH:3]=1)[NH:12][C:9]([CH3:10])=[CH:8]2, predict the reactants needed to synthesize it. The reactants are: [Cl:1][C:2]1[CH:3]=[CH:4][C:5]([N+:12]([O-])=O)=[C:6]([CH2:8][C:9](=O)[CH3:10])[CH:7]=1.[H][H].BrC1C=CC(CC(=O)C)=C([N+]([O-])=O)C=1. (8) Given the product [P:1]([O:23][CH3:24])([O:21][CH3:22])([O:3][C:4](=[C:16]1[CH2:20][CH2:19][CH2:18][CH2:17]1)[C:5]1[C:13]2[C:8](=[CH:9][C:10]([O:14][CH3:15])=[CH:11][CH:12]=2)[N:7]([CH2:26][C:27](=[O:33])[C:28]([CH3:32])([CH3:31])[CH2:29][CH3:30])[N:6]=1)=[O:2], predict the reactants needed to synthesize it. The reactants are: [P:1]([O:23][CH3:24])([O:21][CH3:22])([O:3][C:4](=[C:16]1[CH2:20][CH2:19][CH2:18][CH2:17]1)[C:5]1[C:13]2[C:8](=[CH:9][C:10]([O:14][CH3:15])=[CH:11][CH:12]=2)[NH:7][N:6]=1)=[O:2].Br[CH2:26][C:27](=[O:33])[C:28]([CH3:32])([CH3:31])[CH2:29][CH3:30].